Task: Predict the product of the given reaction.. Dataset: Forward reaction prediction with 1.9M reactions from USPTO patents (1976-2016) Given the reactants Br[C:2]1[CH:3]=[C:4]2[C:9](=[CH:10][CH:11]=1)[N:8]=[C:7]([NH:12][CH2:13][C:14]1[CH:19]=[CH:18][C:17]([O:20][CH3:21])=[CH:16][CH:15]=1)[C:6]([N:22]1[CH2:27][CH2:26][O:25][CH2:24][C@H:23]1[CH3:28])=[CH:5]2.[B:29]1([B:29]2[O:33][C:32]([CH3:35])([CH3:34])[C:31]([CH3:37])([CH3:36])[O:30]2)[O:33][C:32]([CH3:35])([CH3:34])[C:31]([CH3:37])([CH3:36])[O:30]1.C([O-])(=O)C.[K+], predict the reaction product. The product is: [CH3:21][O:20][C:17]1[CH:18]=[CH:19][C:14]([CH2:13][NH:12][C:7]2[C:6]([N:22]3[CH2:27][CH2:26][O:25][CH2:24][C@H:23]3[CH3:28])=[CH:5][C:4]3[C:9](=[CH:10][CH:11]=[C:2]([B:29]4[O:33][C:32]([CH3:35])([CH3:34])[C:31]([CH3:37])([CH3:36])[O:30]4)[CH:3]=3)[N:8]=2)=[CH:15][CH:16]=1.